Dataset: CYP2C9 substrate classification data from Carbon-Mangels et al.. Task: Regression/Classification. Given a drug SMILES string, predict its absorption, distribution, metabolism, or excretion properties. Task type varies by dataset: regression for continuous measurements (e.g., permeability, clearance, half-life) or binary classification for categorical outcomes (e.g., BBB penetration, CYP inhibition). Dataset: cyp2c9_substrate_carbonmangels. (1) The compound is NC1=NC[C@@H]2c3ccccc3Cc3ccccc3N12. The result is 0 (non-substrate). (2) The molecule is CN(C)CCCN1c2ccccc2CCc2ccccc21. The result is 1 (substrate). (3) The molecule is CC[C@]1(O)C[C@H]2CN(CCc3c([nH]c4ccccc34)[C@@](C(=O)OC)(c3cc4c(cc3OC)N(C=O)[C@H]3[C@@](O)(C(=O)OC)[C@H](OC(C)=O)[C@]5(CC)C=CCN6CC[C@]43[C@@H]65)C2)C1. The result is 0 (non-substrate). (4) The molecule is CSc1ccc2c(c1)N(CC[C@@H]1CCCCN1C)c1ccccc1S2. The result is 0 (non-substrate). (5) The molecule is CCC[C@H]1O[C@@H]2C[C@H]3[C@@H]4CCC5=CC(=O)C=C[C@]5(C)[C@H]4[C@@H](O)C[C@]3(C)[C@]2(C(=O)CO)O1. The result is 0 (non-substrate). (6) The compound is COc1ccc2c(c1)[C@@]13CCCC[C@H]1[C@@H](C2)N(C)CC3. The result is 1 (substrate). (7) The result is 0 (non-substrate). The compound is CC(C)NC[C@H](O)COc1ccc(COCCOC(C)C)cc1.